Dataset: Catalyst prediction with 721,799 reactions and 888 catalyst types from USPTO. Task: Predict which catalyst facilitates the given reaction. (1) Reactant: C([NH:4][C:5]1[CH:6]=[C:7]([CH:32]=[CH:33][CH:34]=1)[C:8]([NH:10][CH:11]([C:13]1[N:18]=[N:17][C:16]([NH:19][C:20]2[CH:25]=[C:24]([O:26][CH3:27])[C:23]([O:28][CH3:29])=[C:22]([O:30][CH3:31])[CH:21]=2)=[N:15][CH:14]=1)[CH3:12])=O)(=O)C.P(Cl)(Cl)(Cl)=O.Cl.[OH-].[Na+]. Product: [NH2:4][C:5]1[CH:6]=[C:7]([C:8]2[N:18]3[C:13]([CH:14]=[N:15][C:16]([NH:19][C:20]4[CH:25]=[C:24]([O:26][CH3:27])[C:23]([O:28][CH3:29])=[C:22]([O:30][CH3:31])[CH:21]=4)=[N:17]3)=[C:11]([CH3:12])[N:10]=2)[CH:32]=[CH:33][CH:34]=1. The catalyst class is: 525. (2) Reactant: [CH3:1][C:2]1([CH3:28])[N:6]([CH2:7][C:8]2[CH:13]=[CH:12][N:11]=[C:10](Cl)[CH:9]=2)[C:5](=[O:15])[N:4]([C:16]2[CH:21]=[CH:20][C:19]([O:22][C:23]([F:26])([F:25])[F:24])=[CH:18][CH:17]=2)[C:3]1=[O:27].C(=O)([O-])[O-].[K+].[K+].[NH:35]1[CH2:40][CH2:39][O:38][CH2:37][CH2:36]1. Product: [CH3:1][C:2]1([CH3:28])[N:6]([CH2:7][C:8]2[CH:13]=[CH:12][N:11]=[C:10]([N:35]3[CH2:40][CH2:39][O:38][CH2:37][CH2:36]3)[CH:9]=2)[C:5](=[O:15])[N:4]([C:16]2[CH:21]=[CH:20][C:19]([O:22][C:23]([F:26])([F:25])[F:24])=[CH:18][CH:17]=2)[C:3]1=[O:27]. The catalyst class is: 9. (3) The catalyst class is: 7. Product: [Cl:8][C:7]1[C:2]([C:13](=[O:24])[C@@H:14]([NH:16][C:17](=[O:18])[O:19][C:20]([CH3:22])([CH3:21])[CH3:23])[CH3:15])=[N:3][CH:4]=[C:5]([Cl:9])[CH:6]=1. Reactant: Br[C:2]1[C:7]([Cl:8])=[CH:6][C:5]([Cl:9])=[CH:4][N:3]=1.CON(C)[C:13](=[O:24])[C@@H:14]([NH:16][C:17]([O:19][C:20]([CH3:23])([CH3:22])[CH3:21])=[O:18])[CH3:15].[Cl-].[NH4+].O. (4) Reactant: [CH3:1][N:2]1[CH2:7][CH2:6][N:5]([C:8]2[CH:9]=[C:10]([CH:21]([CH:24]=O)[C:22]#[N:23])[CH:11]=[C:12]([N:14]3[CH2:19][CH2:18][N:17]([CH3:20])[CH2:16][CH2:15]3)[CH:13]=2)[CH2:4][CH2:3]1.C(O)(=O)C.O.[NH2:31][NH2:32].[OH-].[Na+]. Product: [CH3:1][N:2]1[CH2:3][CH2:4][N:5]([C:8]2[CH:9]=[C:10]([C:21]3[CH:24]=[N:32][NH:31][C:22]=3[NH2:23])[CH:11]=[C:12]([N:14]3[CH2:15][CH2:16][N:17]([CH3:20])[CH2:18][CH2:19]3)[CH:13]=2)[CH2:6][CH2:7]1. The catalyst class is: 451. (5) The catalyst class is: 2. Product: [CH3:1][N:2]1[C:11]2[C:6](=[CH:7][N:8]=[C:9]([CH3:12])[CH:10]=2)[CH:5]=[C:4]([C:13]2[CH:14]=[C:15]([CH:21]=[CH:22][C:23]=2[CH3:24])[C:16]([NH:18][C:19](=[O:20])[NH:26][C:27]2[CH:32]=[CH:31][CH:30]=[CH:29][CH:28]=2)=[O:17])[C:3]1=[O:25]. Reactant: [CH3:1][N:2]1[C:11]2[C:6](=[CH:7][N:8]=[C:9]([CH3:12])[CH:10]=2)[CH:5]=[C:4]([C:13]2[CH:14]=[C:15]([CH:21]=[CH:22][C:23]=2[CH3:24])[C:16]([N:18]=[C:19]=[O:20])=[O:17])[C:3]1=[O:25].[NH2:26][C:27]1[CH:32]=[CH:31][CH:30]=[CH:29][CH:28]=1. (6) Product: [Cl:19][C:20]1[CH:21]=[C:22]([C:27]2[CH:35]=[C:34]3[C:30]([C:31]([NH:44][C:45](=[O:49])[CH2:46][CH2:47][CH3:48])=[N:32][NH:33]3)=[CH:29][CH:28]=2)[CH:23]=[C:24]([Cl:26])[CH:25]=1. The catalyst class is: 7. Reactant: [F-].C([N+](CCCC)(CCCC)CCCC)CCC.[Cl:19][C:20]1[CH:21]=[C:22]([C:27]2[CH:35]=[C:34]3[C:30]([C:31]([NH:44][C:45](=[O:49])[CH2:46][CH2:47][CH3:48])=[N:32][N:33]3COCC[Si](C)(C)C)=[CH:29][CH:28]=2)[CH:23]=[C:24]([Cl:26])[CH:25]=1.C(OCC)(=O)C.